The task is: Regression. Given two drug SMILES strings and cell line genomic features, predict the synergy score measuring deviation from expected non-interaction effect.. This data is from NCI-60 drug combinations with 297,098 pairs across 59 cell lines. (1) Drug 1: CNC(=O)C1=NC=CC(=C1)OC2=CC=C(C=C2)NC(=O)NC3=CC(=C(C=C3)Cl)C(F)(F)F. Drug 2: C1=CC=C(C(=C1)C(C2=CC=C(C=C2)Cl)C(Cl)Cl)Cl. Cell line: NCI/ADR-RES. Synergy scores: CSS=-3.60, Synergy_ZIP=8.73, Synergy_Bliss=9.62, Synergy_Loewe=-3.55, Synergy_HSA=-2.34. (2) Drug 1: CC1=C(C=C(C=C1)C(=O)NC2=CC(=CC(=C2)C(F)(F)F)N3C=C(N=C3)C)NC4=NC=CC(=N4)C5=CN=CC=C5. Drug 2: CC1CCC2CC(C(=CC=CC=CC(CC(C(=O)C(C(C(=CC(C(=O)CC(OC(=O)C3CCCCN3C(=O)C(=O)C1(O2)O)C(C)CC4CCC(C(C4)OC)O)C)C)O)OC)C)C)C)OC. Cell line: ACHN. Synergy scores: CSS=13.2, Synergy_ZIP=5.39, Synergy_Bliss=8.93, Synergy_Loewe=-10.4, Synergy_HSA=-3.88. (3) Drug 1: CN(CCCl)CCCl.Cl. Drug 2: C1CNP(=O)(OC1)N(CCCl)CCCl. Cell line: DU-145. Synergy scores: CSS=21.5, Synergy_ZIP=-5.83, Synergy_Bliss=4.19, Synergy_Loewe=-20.1, Synergy_HSA=-1.73. (4) Drug 1: CC1C(C(=O)NC(C(=O)N2CCCC2C(=O)N(CC(=O)N(C(C(=O)O1)C(C)C)C)C)C(C)C)NC(=O)C3=C4C(=C(C=C3)C)OC5=C(C(=O)C(=C(C5=N4)C(=O)NC6C(OC(=O)C(N(C(=O)CN(C(=O)C7CCCN7C(=O)C(NC6=O)C(C)C)C)C)C(C)C)C)N)C. Drug 2: CC1C(C(CC(O1)OC2CC(OC(C2O)C)OC3=CC4=CC5=C(C(=O)C(C(C5)C(C(=O)C(C(C)O)O)OC)OC6CC(C(C(O6)C)O)OC7CC(C(C(O7)C)O)OC8CC(C(C(O8)C)O)(C)O)C(=C4C(=C3C)O)O)O)O. Cell line: HCC-2998. Synergy scores: CSS=62.8, Synergy_ZIP=-3.31, Synergy_Bliss=1.56, Synergy_Loewe=1.15, Synergy_HSA=1.20. (5) Drug 1: CC(C)(C#N)C1=CC(=CC(=C1)CN2C=NC=N2)C(C)(C)C#N. Drug 2: CC1C(C(CC(O1)OC2CC(CC3=C2C(=C4C(=C3O)C(=O)C5=CC=CC=C5C4=O)O)(C(=O)C)O)N)O. Cell line: MDA-MB-231. Synergy scores: CSS=40.4, Synergy_ZIP=-1.27, Synergy_Bliss=-1.47, Synergy_Loewe=-2.14, Synergy_HSA=-0.569.